This data is from Forward reaction prediction with 1.9M reactions from USPTO patents (1976-2016). The task is: Predict the product of the given reaction. (1) Given the reactants [Li]CCCC.Br[C:7]1[CH:23]=[CH:22][C:10]([O:11][CH2:12][CH2:13][CH2:14][O:15][CH:16]2[CH2:21][CH2:20][CH2:19][CH2:18][O:17]2)=[C:9]([C:24]([F:27])([F:26])[F:25])[CH:8]=1.[B:28](OC(C)C)([O:33]C(C)C)[O:29]C(C)C, predict the reaction product. The product is: [O:17]1[CH2:18][CH2:19][CH2:20][CH2:21][CH:16]1[O:15][CH2:14][CH2:13][CH2:12][O:11][C:10]1[CH:22]=[CH:23][C:7]([B:28]([OH:33])[OH:29])=[CH:8][C:9]=1[C:24]([F:27])([F:26])[F:25]. (2) Given the reactants [CH2:1]([O:3][C:4]([C:6]1[C:10]([Br:11])=[C:9]([C:12]2[CH:17]=[CH:16][C:15]([F:18])=[CH:14][CH:13]=2)[N:8]([C:19]2[CH:24]=[CH:23][C:22]([F:25])=[CH:21][CH:20]=2)[C:7]=1[CH2:26]Br)=[O:5])[CH3:2].[CH2:28]([O:30][C:31](=[O:41])[CH2:32][NH:33][C:34]([O:36][C:37]([CH3:40])([CH3:39])[CH3:38])=[O:35])[CH3:29], predict the reaction product. The product is: [CH2:1]([O:3][C:4]([C:6]1[C:10]([Br:11])=[C:9]([C:12]2[CH:17]=[CH:16][C:15]([F:18])=[CH:14][CH:13]=2)[N:8]([C:19]2[CH:20]=[CH:21][C:22]([F:25])=[CH:23][CH:24]=2)[C:7]=1[CH2:26][N:33]([C:34]([O:36][C:37]([CH3:38])([CH3:40])[CH3:39])=[O:35])[CH2:32][C:31]([O:30][CH2:28][CH3:29])=[O:41])=[O:5])[CH3:2]. (3) Given the reactants [CH2:1]([O:8][C:9]1[C:18](=[O:19])[N:17]2[C:12]([C:13]([CH3:21])([CH3:20])[O:14][CH2:15][CH2:16]2)=[N:11][C:10]=1[C:22]([OH:24])=O)[C:2]1[CH:7]=[CH:6][CH:5]=[CH:4][CH:3]=1.[NH2:25][CH2:26][C:27]1[CH:38]=[CH:37][C:36]([F:39])=[CH:35][C:28]=1[C:29]([NH:31][CH:32]1[CH2:34][CH2:33]1)=[O:30], predict the reaction product. The product is: [CH:32]1([NH:31][C:29]([C:28]2[CH:35]=[C:36]([F:39])[CH:37]=[CH:38][C:27]=2[CH2:26][NH:25][C:22]([C:10]2[N:11]=[C:12]3[N:17]([C:18](=[O:19])[C:9]=2[O:8][CH2:1][C:2]2[CH:7]=[CH:6][CH:5]=[CH:4][CH:3]=2)[CH2:16][CH2:15][O:14][C:13]3([CH3:20])[CH3:21])=[O:24])=[O:30])[CH2:33][CH2:34]1.